Dataset: Peptide-MHC class I binding affinity with 185,985 pairs from IEDB/IMGT. Task: Regression. Given a peptide amino acid sequence and an MHC pseudo amino acid sequence, predict their binding affinity value. This is MHC class I binding data. (1) The peptide sequence is ERILSTYLGR. The MHC is HLA-A23:01 with pseudo-sequence HLA-A23:01. The binding affinity (normalized) is 0. (2) The peptide sequence is STLERTSKASLER. The MHC is HLA-A33:01 with pseudo-sequence HLA-A33:01. The binding affinity (normalized) is 0.380. (3) The peptide sequence is TSPDLSFSL. The MHC is HLA-A30:01 with pseudo-sequence HLA-A30:01. The binding affinity (normalized) is 0.228. (4) The MHC is HLA-A26:01 with pseudo-sequence HLA-A26:01. The binding affinity (normalized) is 0.0847. The peptide sequence is YWMGGTTYF. (5) The peptide sequence is NSSKVSQNY. The MHC is HLA-B35:01 with pseudo-sequence HLA-B35:01. The binding affinity (normalized) is 0.514.